This data is from hERG potassium channel inhibition data for cardiac toxicity prediction from Karim et al.. The task is: Regression/Classification. Given a drug SMILES string, predict its toxicity properties. Task type varies by dataset: regression for continuous values (e.g., LD50, hERG inhibition percentage) or binary classification for toxic/non-toxic outcomes (e.g., AMES mutagenicity, cardiotoxicity, hepatotoxicity). Dataset: herg_karim. (1) The molecule is O=C(NCCCNc1nc(Nc2cccc(NC(=O)N3CCCC3)c2)ncc1I)c1cccs1. The result is 1 (blocker). (2) The molecule is C[C@H](CO)OC[C@H](Oc1ncnc2c1cnn2-c1ncccc1Cl)C(=O)Nc1ccc(C#N)cn1. The result is 0 (non-blocker). (3) The drug is COc1ccc2ncc(=O)n(C[C@H](N)C3CCC(NCc4ccc5c(n4)NC(=O)CO5)CC3)c2c1. The result is 0 (non-blocker). (4) The molecule is O=C(NC1CC1c1ccccc1)N1CCC(c2nc(-c3ccccn3)no2)CC1. The result is 0 (non-blocker). (5) The result is 0 (non-blocker). The compound is C[C@@H]1COCCN1c1nc(-c2cncc3[nH]ccc23)cc2c1ncn2C. (6) The molecule is O=C(NC1CC1)c1cn(-c2cccc(C#Cc3cccnc3)c2)c2ncccc2c1=O. The result is 0 (non-blocker). (7) The drug is Cc1ncc(CNC2CCN(CCn3c(=O)ccc4ncc(Oc5ccc(S(N)(=O)=O)cc5)cc43)CC2)cc1C#N. The result is 0 (non-blocker).